Regression/Classification. Given a drug SMILES string, predict its absorption, distribution, metabolism, or excretion properties. Task type varies by dataset: regression for continuous measurements (e.g., permeability, clearance, half-life) or binary classification for categorical outcomes (e.g., BBB penetration, CYP inhibition). Dataset: cyp2c19_veith. From a dataset of CYP2C19 inhibition data for predicting drug metabolism from PubChem BioAssay. (1) The molecule is CNC(=O)C(=O)c1cc(C)n(-c2ccc(N3CCOCC3)c(Cl)c2)c1C. The result is 0 (non-inhibitor). (2) The molecule is COc1ccccc1-c1cncnc1NCc1cccc(C)c1. The result is 1 (inhibitor). (3) The drug is CC(C)COCC1CC2(CC(C)(c3csc(N)n3)OC2=O)C(=O)O1. The result is 1 (inhibitor). (4) The drug is CCOC(=O)c1cnc2cc3c(cn2c1=O)CCCC3. The result is 1 (inhibitor).